Dataset: Catalyst prediction with 721,799 reactions and 888 catalyst types from USPTO. Task: Predict which catalyst facilitates the given reaction. (1) Reactant: [NH2:1][C:2]1[CH:3]=[C:4]([CH:21]=[CH:22][C:23]=1[O:24][CH:25]1[CH2:27][CH2:26]1)[C:5]([NH:7][C:8]1[CH:9]=[N:10][C:11]([C:14]2[CH:19]=[CH:18][CH:17]=[CH:16][C:15]=2[F:20])=[CH:12][CH:13]=1)=[O:6].Cl.[CH3:29][N:30]1[CH2:35][CH2:34][N:33]([C:36]2([C:39](O)=[O:40])[CH2:38][CH2:37]2)[CH2:32][CH2:31]1.C(N(C(C)C)C(C)C)C.C1CN([P+](ON2N=NC3C=CC=CC2=3)(N2CCCC2)N2CCCC2)CC1.F[P-](F)(F)(F)(F)F. Product: [CH:25]1([O:24][C:23]2[CH:22]=[CH:21][C:4]([C:5]([NH:7][C:8]3[CH:9]=[N:10][C:11]([C:14]4[CH:19]=[CH:18][CH:17]=[CH:16][C:15]=4[F:20])=[CH:12][CH:13]=3)=[O:6])=[CH:3][C:2]=2[NH:1][C:39]([C:36]2([N:33]3[CH2:32][CH2:31][N:30]([CH3:29])[CH2:35][CH2:34]3)[CH2:38][CH2:37]2)=[O:40])[CH2:26][CH2:27]1. The catalyst class is: 3. (2) Reactant: [CH2:1]([O:3][C:4](=[O:22])[C@@:5]([CH3:21])([O:14][C:15]1[CH:20]=[CH:19][CH:18]=[CH:17][CH:16]=1)[CH2:6][C:7]1[CH:12]=[CH:11][C:10]([OH:13])=[CH:9][CH:8]=1)[CH3:2].[CH3:23][C:24]1[O:28][C:27]([C:29]2[S:30][C:31]([CH3:34])=[CH:32][CH:33]=2)=[N:26][C:25]=1[CH2:35][CH2:36]OS(C1C=CC(C)=CC=1)(=O)=O.[C:48]([O-])([O-])=O.[Cs+].[Cs+]. Product: [CH2:1]([O:3][C:4](=[O:22])[C@:5]([CH2:6][C:7]1[CH:12]=[CH:11][C:10]([O:13][CH2:36][CH2:35][C:25]2[N:26]=[C:27]([C:29]3[S:30][C:31]([CH3:34])=[CH:32][CH:33]=3)[O:28][C:24]=2[CH3:23])=[CH:9][CH:8]=1)([O:14][C:15]1[CH:20]=[CH:19][CH:18]=[CH:17][CH:16]=1)[CH2:21][CH3:48])[CH3:2]. The catalyst class is: 39. (3) Reactant: [NH:1]1[CH2:5][CH2:4][CH2:3][CH:2]1[CH2:6][C:7]([O:9][C:10]([CH3:13])([CH3:12])[CH3:11])=[O:8].Cl[C:15]1[C:24]([N+:25]([O-:27])=[O:26])=[CH:23][C:18]([C:19]([O:21][CH3:22])=[O:20])=[CH:17][N:16]=1.C([O-])([O-])=O.[K+].[K+].C(N(CC)CC)C. Product: [C:10]([O:9][C:7](=[O:8])[CH2:6][CH:2]1[CH2:3][CH2:4][CH2:5][N:1]1[C:15]1[C:24]([N+:25]([O-:27])=[O:26])=[CH:23][C:18]([C:19]([O:21][CH3:22])=[O:20])=[CH:17][N:16]=1)([CH3:13])([CH3:12])[CH3:11]. The catalyst class is: 1. (4) Reactant: [F:1][C:2]1[CH:3]=[C:4]([CH:7]=[CH:8][C:9]=1[OH:10])[CH:5]=[O:6].[Br:11]Br. Product: [Br:11][C:8]1[CH:7]=[C:4]([CH:3]=[C:2]([F:1])[C:9]=1[OH:10])[CH:5]=[O:6]. The catalyst class is: 15. (5) Reactant: [Si]([O:8][CH:9]1[C:17]2[C:12](=[C:13]([C:18]3[CH:19]=[C:20]([C:23]4[CH:24]=[CH:25][C:26]([O:31][CH:32]([CH3:34])[CH3:33])=[C:27]([CH:30]=4)[C:28]#[N:29])[S:21][CH:22]=3)[CH:14]=[CH:15][CH:16]=2)[CH2:11][CH2:10]1)(C(C)(C)C)(C)C.CCCC[N+](CCCC)(CCCC)CCCC.[F-]. Product: [OH:8][CH:9]1[C:17]2[C:12](=[C:13]([C:18]3[CH:19]=[C:20]([C:23]4[CH:24]=[CH:25][C:26]([O:31][CH:32]([CH3:34])[CH3:33])=[C:27]([CH:30]=4)[C:28]#[N:29])[S:21][CH:22]=3)[CH:14]=[CH:15][CH:16]=2)[CH2:11][CH2:10]1. The catalyst class is: 1. (6) Reactant: [CH3:1][Si:2]([CH3:22])([CH3:21])[O:3][C:4]#[C:5][C:6]1([Si:12]([CH3:20])([CH3:19])[NH:13][Si:14]([CH3:18])([CH3:17])[CH:15]=[CH2:16])[CH2:11][CH2:10][CH2:9][CH2:8][CH2:7]1.C=C[C:25]1[CH:30]=[CH:29][CH:28]=[CH:27][CH:26]=1. Product: [CH3:22][Si:2]([CH3:21])([CH3:1])[O:3][C:4]#[C:5][C:6]1([Si:12]([CH3:20])([CH3:19])[NH:13][Si:14]([CH3:18])([CH3:17])/[CH:15]=[CH:16]/[C:25]2[CH:30]=[CH:29][CH:28]=[CH:27][CH:26]=2)[CH2:11][CH2:10][CH2:9][CH2:8][CH2:7]1. The catalyst class is: 11. (7) Reactant: [NH2:1][CH2:2][CH2:3][CH2:4][N:5]([CH2:10][C:11]1[CH:16]=[CH:15][CH:14]=[CH:13][CH:12]=1)[CH2:6][CH2:7][CH2:8][NH2:9].[C:17](#[N:20])[CH:18]=[CH2:19]. Product: [C:17]([CH2:18][CH2:19][N:9]([CH2:8][CH2:7][CH2:6][N:5]([CH2:10][C:11]1[CH:16]=[CH:15][CH:14]=[CH:13][CH:12]=1)[CH2:4][CH2:3][CH2:2][N:1]([CH2:4][CH2:3][C:2]#[N:1])[CH2:12][CH2:11][C:10]#[N:5])[CH2:6][CH2:7][C:8]#[N:9])#[N:20]. The catalyst class is: 15.